Dataset: Experimentally validated miRNA-target interactions with 360,000+ pairs, plus equal number of negative samples. Task: Binary Classification. Given a miRNA mature sequence and a target amino acid sequence, predict their likelihood of interaction. (1) The miRNA is hsa-miR-124-3p with sequence UAAGGCACGCGGUGAAUGCCAA. The protein sequence of the target gene is MGEFNEKKTTCGTVCLKYLLFTYNCCFWLAGLAVMAVGIWTLALKSDYISLLASGTYLATAYILVVAGTVVMVTGVLGCCATFKERRNLLRLYFILLLIIFLLEIIAGILAYAYYQQLNTELKENLKDTMTKRYHQPGHEAVTSAVDQLQQEFHCCGSNNSQDWRDSEWIRSQEAGGRVVPDSCCKTVVALCGQRDHASNIYKVEGGCITKLETFIQEHLRVIGAVGIGIACVQVFGMIFTCCLYRSLKLEHY. Result: 1 (interaction). (2) The miRNA is hsa-miR-215-5p with sequence AUGACCUAUGAAUUGACAGAC. The protein sequence of the target gene is MGDAKEAGAEGPPAGAAARGGLSLLSQGESEESSAQGSALFLGGNEVKSRAVVKYSSAPPRTAFARLEEKTDLKLPPANWLRESAKLGPAGTTILGNSKKSKPFSSFGMAYDFIDSVGNDVDVVSDSENIKKLLKIPYSKSHVSMAVHRIGRTLLLDELDIQELFMRSSQTGDWTWLKEFYQRLIDQKWQRKKKSKEHWYQKAILSKFLYYSINGDGAAQPVSSTAEQQESSSSDQTNDSEGASWPAPFEMPSSVSEDPSASSQGSEPLEPSYIVGHVASAPKEQNLITLFNDGEHSQGL.... Result: 1 (interaction). (3) The miRNA is hsa-miR-3908 with sequence GAGCAAUGUAGGUAGACUGUUU. The protein sequence of the target gene is MTAGSVCVPQIIPLRVPQPGKANHEIDNNTLLEMKSDTPDVNIYYTLDGSKPEFLKRIGYGENNTFKYIKPITLPDGKIQVKAIAVSKDCRQSGIVTKVFHVDYEPPNIVSPEDNVENVLKDSSRQEFKNGFVGSKLKKKYKNSENQRSWNVNLRKFPESPLEIPAYGGGSGSRPPTRQSQSPGFAHVSGQKCLTSTEIMRIQRETDFLKCAHCLAPRPSDPFARFCQECGSPVPPIFGCRLPPPEGAQMGLCAECRSLVPMNTPICVVCEAPLALQLQPQASLHLKEKVICRACGTGNP.... Result: 0 (no interaction). (4) The miRNA is cel-miR-1829c-5p with sequence AAGCGAAAUUCAAGAUGGUUGUA. The protein sequence of the target gene is MKEEVKGIPVRVALRCRPLVPKEISEGCQMCLSFVPGEPQVVVGTDKSFTYDFVFDPSTEQEEVFNTAVAPLIKGVFKGYNATVLAYGQTGSGKTYSMGGAYTAEQENEPTVGVIPRVIQLLFKEIDKKSDFEFTLKVSYLEIYNEEILDLLCPSREKAQINIREDPKEGIKIVGLTEKTVLVALDTVSCLEQGNNSRTVASTAMNSQSSRSHAIFTISLEQRKKSDKNSSFRSKLHLVDLAGSERQKKTKAEGDRLKEGININRGLLCLGNVISALGDDKKGGFVPYRDSKLTRLLQDS.... Result: 0 (no interaction). (5) The miRNA is mmu-miR-1895 with sequence CCCCCGAGGAGGACGAGGAGGA. The protein sequence of the target gene is MAKVSELYDVTWEEMRDKMRKWREENSRNSEQIVEVGEELINEYASKLGDDIWIIYEQVMIAALDYGRDDLALFCLQELRRQFPGSHRVKRLTGMRFEAMERYDDAIQLYDRILQEDPTNTAARKRKIAIRKAQGKNVEAIRELNEYLEQFVGDQEAWHELAELYINEHDYAKAAFCLEELMMTNPHNHLYCQQYAEVKYTQGGLENLELSRKYFAQALKLNNRNMRALFGLYMSASHIASNPKASAKTKKDNMKYASWAASQINRAYQFAGRSKKETKYSLKAVEDMLETLQITQS. Result: 0 (no interaction). (6) The miRNA is mmu-miR-467b-5p with sequence GUAAGUGCCUGCAUGUAUAUG. The protein sequence of the target gene is MPPKKDAPVKKPAGPSISKPAAKSTPGTPLAKAKAEPAAPQAPAKSQEPPVDLSKVVIEFNKDQLEEFREAFELFDRVGDGKILYSQCGDLMRALGQNPTNAEVLKVLGNPKNEELKSRRVDFETFLPMLQAVAKNRDQGTYEDYLEGLRVFDKEGNGKVMGAELRHVLTTLGEKMTEEEVETVLAGHEDSNGCINYEAFLKHILSL. Result: 1 (interaction).